This data is from Full USPTO retrosynthesis dataset with 1.9M reactions from patents (1976-2016). The task is: Predict the reactants needed to synthesize the given product. (1) Given the product [CH2:1]([O:4][C:5]1[CH:6]=[CH:7][C:8]([C:11]2[CH:19]=[CH:18][C:14]([C:15]([O:17][C:8]([CH3:11])([CH3:9])[CH3:7])=[O:16])=[CH:13][CH:12]=2)=[CH:9][CH:10]=1)[CH2:2][CH3:3], predict the reactants needed to synthesize it. The reactants are: [CH2:1]([O:4][C:5]1[CH:10]=[CH:9][C:8]([C:11]2[CH:19]=[CH:18][C:14]([C:15]([OH:17])=[O:16])=[CH:13][CH:12]=2)=[CH:7][CH:6]=1)[CH2:2][CH3:3]. (2) Given the product [CH3:7][O:8][C:9]1[CH:19]=[CH:18][C:12]2[NH:13][CH2:14][CH2:15][O:16][C:11]=2[CH:10]=1, predict the reactants needed to synthesize it. The reactants are: [H-].[Al+3].[Li+].[H-].[H-].[H-].[CH3:7][O:8][C:9]1[CH:19]=[CH:18][C:12]2[NH:13][C:14](=O)[CH2:15][O:16][C:11]=2[CH:10]=1.O.[OH-].[Na+]. (3) Given the product [NH2:9][C@@H:10]([C@@H:44]([OH:45])[C@@H:48]([OH:47])[CH2:49][CH2:50][CH2:51][CH2:52][CH2:53][CH2:54][CH2:55][CH2:56][CH2:57][CH2:58][CH2:59][CH2:60][CH2:61][CH3:62])[CH2:11][O:12][C@@H:13]1[CH2:14][CH2:15][CH2:16][C@H:17]([OH:36])[C@H:18]([OH:28])[C@H:19]1[OH:20], predict the reactants needed to synthesize it. The reactants are: Cl.C([NH:9][C@@H:10]([C@@H:44]1[C@H:48]([CH2:49][CH2:50][CH2:51][CH2:52][CH2:53][CH2:54][CH2:55][CH2:56][CH2:57][CH2:58][CH2:59][CH2:60][CH2:61][CH3:62])[O:47]C(C)(C)[O:45]1)[CH2:11][O:12][C@H:13]1[C@H:19]([O:20]CC2C=CC=CC=2)[C@@H:18]([O:28]CC2C=CC=CC=2)[C@@H:17]([O:36]CC2C=CC=CC=2)[CH:16]=[CH:15][CH2:14]1)C1C=CC=CC=1.C1CCCCC=1. (4) Given the product [CH2:28]([O:35][C:36]1[CH:37]=[C:38]([N:42]2[C:5]([C:7]3[CH:15]=[C:14]4[C:10]([C:11]([CH2:24][CH3:25])=[N:12][NH:13]4)=[CH:9][CH:8]=3)=[CH:4][CH:3]=[N:2]2)[CH:39]=[CH:40][CH:41]=1)[C:29]1[CH:30]=[CH:31][CH:32]=[CH:33][CH:34]=1, predict the reactants needed to synthesize it. The reactants are: C[N:2](C)/[CH:3]=[CH:4]/[C:5]([C:7]1[CH:15]=[C:14]2[C:10]([C:11]([CH2:24][CH3:25])=[N:12][N:13]2COCC[Si](C)(C)C)=[CH:9][CH:8]=1)=O.Cl.[CH2:28]([O:35][C:36]1[CH:37]=[C:38]([NH:42]N)[CH:39]=[CH:40][CH:41]=1)[C:29]1[CH:34]=[CH:33][CH:32]=[CH:31][CH:30]=1. (5) Given the product [F:29][CH:2]([F:1])[O:3][C:4]1[CH:5]=[C:6]([C:11]2[O:12][CH:13]=[C:14]([CH2:16][NH:17][C:18](=[O:28])[C:19]3[CH:24]=[CH:23][CH:22]=[CH:21][C:20]=3[O:25][CH2:26][CH3:27])[N:15]=2)[CH:7]=[CH:8][C:9]=1[O:10][CH:31]([CH3:33])[CH3:32], predict the reactants needed to synthesize it. The reactants are: [F:1][CH:2]([F:29])[O:3][C:4]1[CH:5]=[C:6]([C:11]2[O:12][CH:13]=[C:14]([CH2:16][NH:17][C:18](=[O:28])[C:19]3[CH:24]=[CH:23][CH:22]=[CH:21][C:20]=3[O:25][CH2:26][CH3:27])[N:15]=2)[CH:7]=[CH:8][C:9]=1[OH:10].Br[CH:31]([CH3:33])[CH3:32]. (6) Given the product [CH2:47]([N:31]([C:27]1[CH:28]=[CH:29][CH:30]=[C:25]([C:2]([F:44])([F:1])[C:3]([F:23])([F:24])[C:4]([F:22])([F:21])[C:5]([F:20])([F:19])[C:6]([F:17])([F:18])[C:7]([F:16])([F:15])[C:8]([F:14])([F:13])[C:9]([F:12])([F:11])[F:10])[CH:26]=1)[C:32]1[CH:37]=[CH:36][C:35]([N+:38]([O-:40])=[O:39])=[CH:34][C:33]=1[N+:41]([O-:43])=[O:42])[CH:46]=[CH2:45], predict the reactants needed to synthesize it. The reactants are: [F:1][C:2]([F:44])([C:25]1[CH:26]=[C:27]([NH:31][C:32]2[CH:37]=[CH:36][C:35]([N+:38]([O-:40])=[O:39])=[CH:34][C:33]=2[N+:41]([O-:43])=[O:42])[CH:28]=[CH:29][CH:30]=1)[C:3]([F:24])([F:23])[C:4]([F:22])([F:21])[C:5]([F:20])([F:19])[C:6]([F:18])([F:17])[C:7]([F:16])([F:15])[C:8]([F:14])([F:13])[C:9]([F:12])([F:11])[F:10].[CH2:45](Br)[CH:46]=[CH2:47].C(=O)([O-])[O-].[K+].[K+]. (7) Given the product [C:26]1([N:8]2[C:9]3[C:14](=[CH:13][CH:12]=[CH:11][CH:10]=3)[C:4]3([CH2:3][CH2:2][N:1]([C:15]([O:17][CH2:18][C:19]4[CH:20]=[CH:21][CH:22]=[CH:23][CH:24]=4)=[O:16])[CH2:6][CH2:5]3)[CH2:7]2)[CH:31]=[CH:30][CH:29]=[CH:28][CH:27]=1, predict the reactants needed to synthesize it. The reactants are: [N:1]1([C:15]([O:17][CH2:18][C:19]2[CH:24]=[CH:23][CH:22]=[CH:21][CH:20]=2)=[O:16])[CH2:6][CH2:5][C:4]2([C:14]3[C:9](=[CH:10][CH:11]=[CH:12][CH:13]=3)[NH:8][CH2:7]2)[CH2:3][CH2:2]1.Br[C:26]1[CH:31]=[CH:30][CH:29]=[CH:28][CH:27]=1.C(=O)([O-])[O-].[Cs+].[Cs+]. (8) Given the product [CH3:12][O:13][C:14]1[CH:15]=[CH:16][C:17]([C:20]([CH:22]2[CH2:27][CH2:26][N:25]([CH:5]3[CH2:6][CH2:2][N:3]([CH2:8][C:9]#[N:10])[C:4]3=[O:7])[CH2:24][CH2:23]2)=[O:21])=[CH:18][CH:19]=1, predict the reactants needed to synthesize it. The reactants are: Br[CH:2]1[CH2:6][CH2:5][C:4](=[O:7])[N:3]1[CH2:8][C:9]#[N:10].Cl.[CH3:12][O:13][C:14]1[CH:19]=[CH:18][C:17]([C:20]([CH:22]2[CH2:27][CH2:26][NH:25][CH2:24][CH2:23]2)=[O:21])=[CH:16][CH:15]=1.C(N(CC)CC)C.